From a dataset of Catalyst prediction with 721,799 reactions and 888 catalyst types from USPTO. Predict which catalyst facilitates the given reaction. Reactant: [Cl:1][C:2]1[CH:3]=[C:4]([CH:31]=[CH:32][C:33]=1[Cl:34])[CH2:5][C@@H:6]1[CH2:11][N:10]([CH2:12][CH2:13][OH:14])[CH2:9][CH2:8][N:7]1[C:15](=[O:30])[C:16]1[CH:21]=[C:20]([C:22]([F:25])([F:24])[F:23])[CH:19]=[C:18]([C:26]([F:29])([F:28])[F:27])[CH:17]=1.Cl. Product: [ClH:1].[Cl:1][C:2]1[CH:3]=[C:4]([CH:31]=[CH:32][C:33]=1[Cl:34])[CH2:5][C@@H:6]1[CH2:11][N:10]([CH2:12][CH2:13][OH:14])[CH2:9][CH2:8][N:7]1[C:15](=[O:30])[C:16]1[CH:17]=[C:18]([C:26]([F:28])([F:27])[F:29])[CH:19]=[C:20]([C:22]([F:25])([F:24])[F:23])[CH:21]=1. The catalyst class is: 13.